From a dataset of Reaction yield outcomes from USPTO patents with 853,638 reactions. Predict the reaction yield, written as a fraction of the theoretical maximum amount of product (1.0 means a 100% yield; for example, 0.34 means a 34% yield). (1) The reactants are [F:1][C:2]1[CH:9]=[C:8]([F:10])[CH:7]=[CH:6][C:3]=1[CH2:4][NH2:5].[CH2:11]([C:13]1[CH:21]=[CH:20][C:16]([C:17](O)=[O:18])=[CH:15][CH:14]=1)[CH3:12].Cl.C(N=C=NCCCN(C)C)C. The catalyst is C(Cl)Cl.CN(C1C=CN=CC=1)C. The product is [F:1][C:2]1[CH:9]=[C:8]([F:10])[CH:7]=[CH:6][C:3]=1[CH2:4][NH:5][C:17](=[O:18])[C:16]1[CH:20]=[CH:21][C:13]([CH2:11][CH3:12])=[CH:14][CH:15]=1. The yield is 0.940. (2) The reactants are [OH:1][CH2:2][C@@H:3]1[CH2:7][O:6][C:5]([CH3:9])([CH3:8])[N:4]1[C:10]([O:12][C:13]([CH3:16])([CH3:15])[CH3:14])=[O:11].[C:17]1(O)[CH:22]=[CH:21][CH:20]=[CH:19][CH:18]=1.C1(P(C2C=CC=CC=2)C2C=CC=CC=2)C=CC=CC=1.N(C(OC(C)(C)C)=O)=NC(OC(C)(C)C)=O. The catalyst is C1COCC1. The product is [C:13]([O:12][C:10]([N:4]1[C@H:3]([CH2:2][O:1][C:17]2[CH:22]=[CH:21][CH:20]=[CH:19][CH:18]=2)[CH2:7][O:6][C:5]1([CH3:8])[CH3:9])=[O:11])([CH3:16])([CH3:15])[CH3:14]. The yield is 0.630. (3) The reactants are [C:1]([C:3]1[C:11]2[C:6](=[CH:7][CH:8]=[CH:9][CH:10]=2)[NH:5][CH:4]=1)#[N:2].[CH2:12]1N2CCN(CC2)C1. The catalyst is CCOC(C)=O.O. The product is [C:1]([C:3]1[C:11]2[C:6](=[CH:7][CH:8]=[CH:9][CH:10]=2)[N:5]([CH3:12])[CH:4]=1)#[N:2]. The yield is 0.980. (4) The reactants are [CH:1]([N:4](CC)C(C)C)(C)C.[CH2:10]([N:12]1[C:24]2[CH2:23][CH2:22][CH:21]([CH:25]3[CH2:30][CH2:29][O:28][CH2:27][CH2:26]3)[CH2:20][C:19]=2[C:18]2[C:13]1=[CH:14][CH:15]=[C:16]([C:31]([N:33]([CH2:35][CH2:36][CH2:37][C:38]([OH:40])=O)[CH3:34])=[O:32])[CH:17]=2)[CH3:11].CN.CN(C(ON1N=NC2C=CC=NC1=2)=[N+](C)C)C.F[P-](F)(F)(F)(F)F. The catalyst is CN(C=O)C. The product is [CH2:10]([N:12]1[C:24]2[CH2:19][CH2:20][CH:21]([CH:25]3[CH2:30][CH2:29][O:28][CH2:27][CH2:26]3)[CH2:22][C:23]=2[C:14]2[C:13]1=[CH:18][CH:17]=[C:16]([C:31]([N:33]([CH3:34])[CH2:35][CH2:36][CH2:37][C:38]([NH:4][CH3:1])=[O:40])=[O:32])[CH:15]=2)[CH3:11]. The yield is 0.640. (5) The reactants are [Br:1][C:2]1[C:3]([F:11])=[CH:4][CH:5]=[C:6]2[C:10]=1[CH2:9][CH:8]=[CH:7]2.C1C=C(Cl)C=C(C(OO)=[O:20])C=1. The catalyst is ClCCl. The product is [Br:1][C:2]1[C:10]2[CH2:9][CH:8]3[O:20][CH:7]3[C:6]=2[CH:5]=[CH:4][C:3]=1[F:11]. The yield is 0.590. (6) The reactants are [Cl:1][C:2]1[N:7]=[C:6]([NH:8][NH:9][C:10](=[O:29])[C@H:11]([CH2:23][CH:24]2[CH2:28][CH2:27][CH2:26][CH2:25]2)[CH2:12][N:13]([O:16]C2CCCCO2)[CH:14]=[O:15])[C:5]([F:30])=[C:4]([NH:31][CH2:32][C:33]2[CH:37]=[CH:36][S:35][CH:34]=2)[N:3]=1. The catalyst is C(O)(=O)C.O. The product is [Cl:1][C:2]1[N:7]=[C:6]([NH:8][NH:9][C:10](=[O:29])[C@H:11]([CH2:23][CH:24]2[CH2:25][CH2:26][CH2:27][CH2:28]2)[CH2:12][N:13]([OH:16])[CH:14]=[O:15])[C:5]([F:30])=[C:4]([NH:31][CH2:32][C:33]2[CH:37]=[CH:36][S:35][CH:34]=2)[N:3]=1. The yield is 0.380. (7) The reactants are C(OC(=O)[NH:7][C@H:8]1[CH2:12][CH2:11][C@H:10]([N:13]2[C:24]3[C:16](=[CH:17][N:18]=[C:19]4[C:23]=3[CH:22]=[CH:21][NH:20]4)[N:15]=[N:14]2)[CH2:9]1)(C)(C)C.FC(F)(F)C(O)=O.O. The catalyst is C(Cl)Cl. The product is [N:13]1([C@H:10]2[CH2:11][CH2:12][C@H:8]([NH2:7])[CH2:9]2)[C:24]2[C:16](=[CH:17][N:18]=[C:19]3[C:23]=2[CH:22]=[CH:21][NH:20]3)[N:15]=[N:14]1. The yield is 0.920. (8) The reactants are C1(P(C2C=CC=CC=2)C2C=CC=CC=2)C=CC=CC=1.[CH2:20]([OH:28])[CH2:21][C:22]1[CH:27]=[CH:26][CH:25]=[CH:24][CH:23]=1.N(C(OC(C)(C)C)=O)=NC(OC(C)(C)C)=O.[O:45]1[C:49]2[CH:50]=[CH:51][C:52]([S:54]([N:57]([CH2:82][CH:83]([CH3:85])[CH3:84])[CH2:58][C@@H:59]([OH:81])[C@@H:60]([NH:69][C:70](=[O:80])[O:71][C@@H:72]3[C@H:79]4[C@H:75]([O:76][CH2:77][CH2:78]4)[O:74][CH2:73]3)[CH2:61][C:62]3[CH:67]=[CH:66][C:65](O)=[CH:64][CH:63]=3)(=[O:56])=[O:55])=[CH:53][C:48]=2[O:47][CH2:46]1. The catalyst is C(Cl)Cl. The product is [O:45]1[C:49]2[CH:50]=[CH:51][C:52]([S:54]([N:57]([CH2:82][CH:83]([CH3:85])[CH3:84])[CH2:58][C@@H:59]([OH:81])[C@@H:60]([NH:69][C:70](=[O:80])[O:71][C@@H:72]3[C@H:79]4[C@H:75]([O:76][CH2:77][CH2:78]4)[O:74][CH2:73]3)[CH2:61][C:62]3[CH:63]=[CH:64][C:65]([O:28][CH2:20][CH2:21][C:22]4[CH:27]=[CH:26][CH:25]=[CH:24][CH:23]=4)=[CH:66][CH:67]=3)(=[O:55])=[O:56])=[CH:53][C:48]=2[O:47][CH2:46]1. The yield is 0.720. (9) The reactants are [CH3:1][N:2]([CH2:22][C:23]1[N:24]([CH3:32])[C:25]2[C:30]([CH:31]=1)=[CH:29][CH:28]=[CH:27][CH:26]=2)[C:3](/[CH:5]=[CH:6]/[C:7]1[CH:21]=[N:20][C:10]2[NH:11][C:12](=[O:19])[N:13]([CH2:15][C:16](O)=[O:17])[CH2:14][C:9]=2[CH:8]=1)=[O:4].[ClH:33].C[N:35]1[CH2:41][C:40]2C=C(/C=C/C(O)=O)C=N[C:39]=2[NH:38][C:37](=O)[CH2:36]1.CN1CCNCC1.CNCC1C=CC2C(=CC=CC=2)C=1CCC. No catalyst specified. The product is [ClH:33].[CH3:1][N:2]([CH2:22][C:23]1[N:24]([CH3:32])[C:25]2[C:30]([CH:31]=1)=[CH:29][CH:28]=[CH:27][CH:26]=2)[C:3](=[O:4])/[CH:5]=[CH:6]/[C:7]1[CH:21]=[N:20][C:10]2[NH:11][C:12](=[O:19])[N:13]([CH2:15][C:16]([N:35]3[CH2:36][CH2:37][N:38]([CH3:39])[CH2:40][CH2:41]3)=[O:17])[CH2:14][C:9]=2[CH:8]=1. The yield is 0.430. (10) The reactants are [O:1]1[C:6]2[CH:7]=[CH:8][CH:9]=[CH:10][C:5]=2[N:4]([CH2:11][CH2:12][O:13][C:14]2[CH:19]=[CH:18][C:17]([CH2:20][CH:21]([O:26][CH2:27][CH3:28])[C:22]([O:24]C)=[O:23])=[CH:16][CH:15]=2)[CH2:3][CH2:2]1.[OH-].[Na+]. The catalyst is CO. The product is [O:1]1[C:6]2[CH:7]=[CH:8][CH:9]=[CH:10][C:5]=2[N:4]([CH2:11][CH2:12][O:13][C:14]2[CH:15]=[CH:16][C:17]([CH2:20][CH:21]([O:26][CH2:27][CH3:28])[C:22]([OH:24])=[O:23])=[CH:18][CH:19]=2)[CH2:3][CH2:2]1. The yield is 0.660.